From a dataset of Peptide-MHC class I binding affinity with 185,985 pairs from IEDB/IMGT. Regression. Given a peptide amino acid sequence and an MHC pseudo amino acid sequence, predict their binding affinity value. This is MHC class I binding data. (1) The peptide sequence is AENCYNLEI. The MHC is HLA-A69:01 with pseudo-sequence HLA-A69:01. The binding affinity (normalized) is 0.0847. (2) The peptide sequence is GTGILFMEM. The MHC is HLA-A02:06 with pseudo-sequence HLA-A02:06. The binding affinity (normalized) is 0.149. (3) The peptide sequence is ETWVETWAF. The MHC is HLA-A02:11 with pseudo-sequence HLA-A02:11. The binding affinity (normalized) is 0.0847. (4) The peptide sequence is VTPLLKIL. The MHC is H-2-Kb with pseudo-sequence H-2-Kb. The binding affinity (normalized) is 0.241. (5) The peptide sequence is RAGYSIVEL. The MHC is HLA-A02:06 with pseudo-sequence HLA-A02:06. The binding affinity (normalized) is 0.212.